This data is from Peptide-MHC class II binding affinity with 134,281 pairs from IEDB. The task is: Regression. Given a peptide amino acid sequence and an MHC pseudo amino acid sequence, predict their binding affinity value. This is MHC class II binding data. (1) The binding affinity (normalized) is 0.162. The MHC is DRB3_0101 with pseudo-sequence DRB3_0101. The peptide sequence is QCQKLLWQLNGRLEY. (2) The peptide sequence is EGHHLASAAIFGHDG. The MHC is DRB1_1101 with pseudo-sequence DRB1_1101. The binding affinity (normalized) is 0.248. (3) The MHC is DRB1_0901 with pseudo-sequence DRB1_0901. The binding affinity (normalized) is 0.719. The peptide sequence is MEYLGHNAAGQWLEF. (4) The peptide sequence is IDLTKIDRCFQLRGNGV. The MHC is DRB1_1101 with pseudo-sequence DRB1_1101. The binding affinity (normalized) is 0.646. (5) The peptide sequence is EHRWREIYNMVKFRM. The binding affinity (normalized) is 0.460. The MHC is HLA-DQA10101-DQB10501 with pseudo-sequence HLA-DQA10101-DQB10501. (6) The peptide sequence is RGFHDPCEEGKVCYL. The MHC is DRB1_0101 with pseudo-sequence DRB1_0101. The binding affinity (normalized) is 0.635.